This data is from Catalyst prediction with 721,799 reactions and 888 catalyst types from USPTO. The task is: Predict which catalyst facilitates the given reaction. (1) Reactant: [Cl:1][C:2]1[CH:3]=[CH:4][C:5]([O:23][CH2:24][C:25]([O:27]C(C)(C)C)=[O:26])=[C:6]([C:8]2[CH:13]=[CH:12][C:11]([S:14]([C:17]3[CH:22]=[CH:21][CH:20]=[CH:19][CH:18]=3)(=[O:16])=[O:15])=[CH:10][CH:9]=2)[CH:7]=1. Product: [Cl:1][C:2]1[CH:3]=[CH:4][C:5]([O:23][CH2:24][C:25]([OH:27])=[O:26])=[C:6]([C:8]2[CH:9]=[CH:10][C:11]([S:14]([C:17]3[CH:22]=[CH:21][CH:20]=[CH:19][CH:18]=3)(=[O:15])=[O:16])=[CH:12][CH:13]=2)[CH:7]=1. The catalyst class is: 137. (2) Reactant: CCN(C(C)C)C(C)C.[C:10]([O:14][C:15]([N:17]1[CH2:22][CH2:21][CH:20]([C:23]([O:25][CH2:26][CH3:27])=[O:24])[CH2:19][CH2:18]1)=[O:16])([CH3:13])([CH3:12])[CH3:11].I[CH2:29][CH:30]([CH3:32])[CH3:31]. Product: [CH2:26]([O:25][C:23]([C:20]1([CH2:29][CH:30]([CH3:32])[CH3:31])[CH2:21][CH2:22][N:17]([C:15]([O:14][C:10]([CH3:13])([CH3:12])[CH3:11])=[O:16])[CH2:18][CH2:19]1)=[O:24])[CH3:27]. The catalyst class is: 134. (3) Reactant: C([O:5][C:6](=[O:18])[CH2:7][C@H:8]1[CH2:11][C@@H:10]([C:12](=[O:17])[N:13]([O:15][CH3:16])[CH3:14])[CH2:9]1)(C)(C)C.FC(F)(F)C(O)=O. Product: [CH3:16][O:15][N:13]([CH3:14])[C:12]([C@@H:10]1[CH2:11][C@H:8]([CH2:7][C:6]([OH:18])=[O:5])[CH2:9]1)=[O:17]. The catalyst class is: 4. (4) Reactant: Cl[CH2:2][C:3]1[C:12]2[C:7](=[CH:8][CH:9]=[CH:10][CH:11]=2)[N:6]=[C:5]([CH3:13])[CH:4]=1.[I:14][C:15]1[CH:20]=[CH:19][C:18]([OH:21])=[CH:17][CH:16]=1.C([O-])([O-])=O.[K+].[K+]. Product: [I:14][C:15]1[CH:20]=[CH:19][C:18]([O:21][CH2:2][C:3]2[C:12]3[C:7](=[CH:8][CH:9]=[CH:10][CH:11]=3)[N:6]=[C:5]([CH3:13])[CH:4]=2)=[CH:17][CH:16]=1. The catalyst class is: 23. (5) Reactant: FC(F)(F)C(O)=O.[Cl:8][C:9]1[C:10]([F:41])=[C:11]([CH:15]2[C:19]([C:22]3[CH:27]=[CH:26][C:25]([Cl:28])=[CH:24][C:23]=3[F:29])([C:20]#[N:21])[CH:18]([CH2:30][C:31]([CH2:36][CH3:37])([CH2:34][OH:35])[CH2:32][CH3:33])[NH:17][CH:16]2[C:38](O)=[O:39])[CH:12]=[CH:13][CH:14]=1.CC1(C)[O:47][C@@H:46]([CH2:48][CH2:49][NH2:50])[CH2:45][O:44]1.CN(C(ON1N=NC2C=CC=NC1=2)=[N+](C)C)C.F[P-](F)(F)(F)(F)F.CCN(C(C)C)C(C)C.Cl. Product: [OH:47][C@H:46]([CH2:45][OH:44])[CH2:48][CH2:49][NH:50][C:38]([CH:16]1[CH:15]([C:11]2[CH:12]=[CH:13][CH:14]=[C:9]([Cl:8])[C:10]=2[F:41])[C:19]([C:22]2[CH:27]=[CH:26][C:25]([Cl:28])=[CH:24][C:23]=2[F:29])([C:20]#[N:21])[CH:18]([CH2:30][C:31]([CH2:36][CH3:37])([CH2:34][OH:35])[CH2:32][CH3:33])[NH:17]1)=[O:39]. The catalyst class is: 539. (6) Reactant: [Br:1][C:2]1[CH:7]=[CH:6][C:5]([NH:8][C:9]([C:11]2[C:30]([O:31][CH2:32][CH:33]([F:35])[F:34])=[CH:29][C:14]3[N:15]([CH3:28])[C:16]([NH:18][C:19]4[CH:24]=[C:23]([CH2:25][NH2:26])[CH:22]=[CH:21][C:20]=4[Cl:27])=[N:17][C:13]=3[CH:12]=2)=[O:10])=[CH:4][CH:3]=1.[F:36][C:37]([F:42])([CH3:41])[C:38](O)=[O:39].CN(C(ON1N=NC2C=CC=CC1=2)=[N+](C)C)C.F[P-](F)(F)(F)(F)F. Product: [Br:1][C:2]1[CH:7]=[CH:6][C:5]([NH:8][C:9]([C:11]2[C:30]([O:31][CH2:32][CH:33]([F:35])[F:34])=[CH:29][C:14]3[N:15]([CH3:28])[C:16]([NH:18][C:19]4[CH:24]=[C:23]([CH2:25][NH:26][C:38]([C:37]([F:42])([F:36])[CH3:41])=[O:39])[CH:22]=[CH:21][C:20]=4[Cl:27])=[N:17][C:13]=3[CH:12]=2)=[O:10])=[CH:4][CH:3]=1. The catalyst class is: 3.